From a dataset of Full USPTO retrosynthesis dataset with 1.9M reactions from patents (1976-2016). Predict the reactants needed to synthesize the given product. (1) Given the product [Si:1]([O:18][CH2:19][CH2:20][CH2:21][CH:22]([C:30]1[CH:31]=[CH:32][C:33]([C:34]#[N:35])=[CH:36][CH:37]=1)[N:23]1[C:27]([C:28]([N:49]2[CH2:50][CH2:51][N:46]([C:42]3[CH:43]=[CH:44][CH:45]=[C:40]([Cl:39])[CH:41]=3)[C:47](=[O:52])[CH2:48]2)=[O:29])=[CH:26][N:25]=[CH:24]1)([C:14]([CH3:17])([CH3:15])[CH3:16])([C:2]1[CH:7]=[CH:6][CH:5]=[CH:4][CH:3]=1)[C:8]1[CH:9]=[CH:10][CH:11]=[CH:12][CH:13]=1, predict the reactants needed to synthesize it. The reactants are: [Si:1]([O:18][CH2:19][CH2:20][CH2:21][CH:22]([C:30]1[CH:37]=[CH:36][C:33]([C:34]#[N:35])=[CH:32][CH:31]=1)[N:23]1[C:27]([CH:28]=[O:29])=[CH:26][N:25]=[CH:24]1)([C:14]([CH3:17])([CH3:16])[CH3:15])([C:8]1[CH:13]=[CH:12][CH:11]=[CH:10][CH:9]=1)[C:2]1[CH:7]=[CH:6][CH:5]=[CH:4][CH:3]=1.Cl.[Cl:39][C:40]1[CH:41]=[C:42]([N:46]2[CH2:51][CH2:50][NH:49][CH2:48][C:47]2=[O:52])[CH:43]=[CH:44][CH:45]=1.C(O[BH-](OC(=O)C)OC(=O)C)(=O)C.[Na+].C(=O)(O)[O-].[Na+]. (2) Given the product [Cl:1][C:2]1[C:3]([C:23]2[N:27]3[CH:28]=[CH:29][CH:30]=[CH:31][C:26]3=[N:25][CH:24]=2)=[N:4][C:5]([NH:8][C:9]2[CH:14]=[CH:13][C:12]([N:15]3[CH2:16][CH2:17][N:18]([CH2:33][C:34]([N:36]([CH2:38][CH2:39][OH:40])[CH3:37])=[O:35])[CH2:19][CH2:20]3)=[CH:11][C:10]=2[O:21][CH3:22])=[N:6][CH:7]=1, predict the reactants needed to synthesize it. The reactants are: [Cl:1][C:2]1[C:3]([C:23]2[N:27]3[CH:28]=[CH:29][CH:30]=[CH:31][C:26]3=[N:25][CH:24]=2)=[N:4][C:5]([NH:8][C:9]2[CH:14]=[CH:13][C:12]([N:15]3[CH2:20][CH2:19][NH:18][CH2:17][CH2:16]3)=[CH:11][C:10]=2[O:21][CH3:22])=[N:6][CH:7]=1.Cl[CH2:33][C:34]([N:36]([CH2:38][CH2:39][OH:40])[CH3:37])=[O:35].